From a dataset of Reaction yield outcomes from USPTO patents with 853,638 reactions. Predict the reaction yield, written as a fraction of the theoretical maximum amount of product (1.0 means a 100% yield; for example, 0.34 means a 34% yield). The reactants are [CH3:1][C:2]1[O:6][N:5]=[C:4]([C:7]2[CH:12]=[CH:11][CH:10]=[CH:9][N:8]=2)[C:3]=1[CH2:13][O:14][C:15]1[CH:23]=[CH:22][C:18]([C:19](O)=[O:20])=[CH:17][N:16]=1.ClC1C=C(C2C(COC3C=CC(C(O)=O)=CN=3)=C(C)ON=2)C=CC=1.[NH2:48][CH:49]([OH:51])[CH3:50]. No catalyst specified. The product is [OH:20][CH2:19][CH2:18][C:17]1[N:16]=[C:15]([O:14][CH2:13][C:3]2[C:4]([C:7]3[CH:12]=[CH:11][CH:10]=[CH:9][N:8]=3)=[N:5][O:6][C:2]=2[CH3:1])[CH:23]=[CH:22][C:50]=1[C:49]([NH2:48])=[O:51]. The yield is 0.240.